From a dataset of Forward reaction prediction with 1.9M reactions from USPTO patents (1976-2016). Predict the product of the given reaction. (1) Given the reactants [CH2:1]([C:3]1[CH:9]=[CH:8][CH:7]=[CH:6][C:4]=1[NH2:5])[CH3:2].CCN(C(C)C)C(C)C.[NH:19]1[C:27]2[C:22](=[CH:23][CH:24]=[CH:25][CH:26]=2)[C:21]([C:28](=[O:32])[C:29](Cl)=[O:30])=[CH:20]1, predict the reaction product. The product is: [CH2:1]([C:3]1[CH:9]=[CH:8][CH:7]=[CH:6][C:4]=1[NH:5][C:29](=[O:30])[C:28]([C:21]1[C:22]2[C:27](=[CH:26][CH:25]=[CH:24][CH:23]=2)[NH:19][CH:20]=1)=[O:32])[CH3:2]. (2) Given the reactants [CH:1]1([CH2:4][O:5][C:6]2[CH:11]=[C:10]([F:12])[CH:9]=[CH:8][C:7]=2[C:13]2[C:14]3[N:21]([CH2:22][O:23][CH2:24][CH2:25][Si:26]([CH3:29])([CH3:28])[CH3:27])[C:20]([CH3:30])=[C:19]([C:31]([OH:33])=O)[C:15]=3[N:16]=[CH:17][N:18]=2)[CH2:3][CH2:2]1.[NH2:34][C@@H:35]1[CH2:40][CH2:39][C@H:38]([NH:41][C:42](=[O:48])[O:43][C:44]([CH3:47])([CH3:46])[CH3:45])[CH2:37][CH2:36]1, predict the reaction product. The product is: [CH:1]1([CH2:4][O:5][C:6]2[CH:11]=[C:10]([F:12])[CH:9]=[CH:8][C:7]=2[C:13]2[C:14]3[N:21]([CH2:22][O:23][CH2:24][CH2:25][Si:26]([CH3:28])([CH3:27])[CH3:29])[C:20]([CH3:30])=[C:19]([C:31]([NH:34][C@@H:35]4[CH2:40][CH2:39][C@H:38]([NH:41][C:42](=[O:48])[O:43][C:44]([CH3:46])([CH3:45])[CH3:47])[CH2:37][CH2:36]4)=[O:33])[C:15]=3[N:16]=[CH:17][N:18]=2)[CH2:2][CH2:3]1.